From a dataset of Peptide-MHC class II binding affinity with 134,281 pairs from IEDB. Regression. Given a peptide amino acid sequence and an MHC pseudo amino acid sequence, predict their binding affinity value. This is MHC class II binding data. (1) The peptide sequence is VDIINRWQVVAPQLP. The MHC is HLA-DPA10103-DPB10301 with pseudo-sequence HLA-DPA10103-DPB10301. The binding affinity (normalized) is 0.296. (2) The peptide sequence is VLLAFNCHERPYDLD. The MHC is DRB1_1501 with pseudo-sequence DRB1_1501. The binding affinity (normalized) is 0.191. (3) The peptide sequence is KKSGITEVDRTEAKEGL. The MHC is DRB5_0101 with pseudo-sequence DRB5_0101. The binding affinity (normalized) is 0. (4) The peptide sequence is GELQIVDKIDARFKI. The MHC is DRB1_0404 with pseudo-sequence DRB1_0404. The binding affinity (normalized) is 0.421. (5) The peptide sequence is KNYEHIAAYHFDLSG. The MHC is DRB1_1201 with pseudo-sequence DRB1_1201. The binding affinity (normalized) is 0.502. (6) The peptide sequence is GVTVIKNNMINNDLGP. The MHC is DRB1_1302 with pseudo-sequence DRB1_1302. The binding affinity (normalized) is 0.808. (7) The peptide sequence is EKKYFAFTQFEPLAA. The MHC is HLA-DPA10201-DPB10501 with pseudo-sequence HLA-DPA10201-DPB10501. The binding affinity (normalized) is 0.919. (8) The peptide sequence is EKKYFAATQFEPLAV. The MHC is HLA-DQA10401-DQB10402 with pseudo-sequence HLA-DQA10401-DQB10402. The binding affinity (normalized) is 0.345.